Dataset: NCI-60 drug combinations with 297,098 pairs across 59 cell lines. Task: Regression. Given two drug SMILES strings and cell line genomic features, predict the synergy score measuring deviation from expected non-interaction effect. (1) Drug 1: CC1=C(C=C(C=C1)NC2=NC=CC(=N2)N(C)C3=CC4=NN(C(=C4C=C3)C)C)S(=O)(=O)N.Cl. Drug 2: C1=C(C(=O)NC(=O)N1)F. Cell line: SF-539. Synergy scores: CSS=44.4, Synergy_ZIP=-9.97, Synergy_Bliss=-14.5, Synergy_Loewe=-12.7, Synergy_HSA=-8.12. (2) Drug 1: C1=C(C(=O)NC(=O)N1)N(CCCl)CCCl. Drug 2: C1CN1P(=S)(N2CC2)N3CC3. Cell line: MOLT-4. Synergy scores: CSS=70.2, Synergy_ZIP=-3.05, Synergy_Bliss=-4.95, Synergy_Loewe=-4.64, Synergy_HSA=-1.91. (3) Cell line: MOLT-4. Drug 2: C1CN(CCN1C(=O)CCBr)C(=O)CCBr. Synergy scores: CSS=62.5, Synergy_ZIP=0.246, Synergy_Bliss=0.171, Synergy_Loewe=-2.05, Synergy_HSA=3.37. Drug 1: CC1=C(N=C(N=C1N)C(CC(=O)N)NCC(C(=O)N)N)C(=O)NC(C(C2=CN=CN2)OC3C(C(C(C(O3)CO)O)O)OC4C(C(C(C(O4)CO)O)OC(=O)N)O)C(=O)NC(C)C(C(C)C(=O)NC(C(C)O)C(=O)NCCC5=NC(=CS5)C6=NC(=CS6)C(=O)NCCC[S+](C)C)O. (4) Drug 1: CNC(=O)C1=NC=CC(=C1)OC2=CC=C(C=C2)NC(=O)NC3=CC(=C(C=C3)Cl)C(F)(F)F. Drug 2: C1=CC=C(C(=C1)C(C2=CC=C(C=C2)Cl)C(Cl)Cl)Cl. Cell line: SK-MEL-5. Synergy scores: CSS=-2.76, Synergy_ZIP=8.33, Synergy_Bliss=7.54, Synergy_Loewe=4.72, Synergy_HSA=4.81. (5) Drug 1: CS(=O)(=O)OCCCCOS(=O)(=O)C. Drug 2: C1CNP(=O)(OC1)N(CCCl)CCCl. Cell line: A498. Synergy scores: CSS=2.80, Synergy_ZIP=-2.06, Synergy_Bliss=-4.45, Synergy_Loewe=-25.0, Synergy_HSA=-4.39. (6) Cell line: RPMI-8226. Drug 1: C1=CC(=C2C(=C1NCCNCCO)C(=O)C3=C(C=CC(=C3C2=O)O)O)NCCNCCO. Drug 2: C1CN(P(=O)(OC1)NCCCl)CCCl. Synergy scores: CSS=27.3, Synergy_ZIP=-2.54, Synergy_Bliss=-8.13, Synergy_Loewe=-35.6, Synergy_HSA=-8.00. (7) Drug 1: CS(=O)(=O)OCCCCOS(=O)(=O)C. Drug 2: CC1C(C(CC(O1)OC2CC(CC3=C2C(=C4C(=C3O)C(=O)C5=C(C4=O)C(=CC=C5)OC)O)(C(=O)CO)O)N)O.Cl. Cell line: COLO 205. Synergy scores: CSS=51.3, Synergy_ZIP=-3.73, Synergy_Bliss=-4.34, Synergy_Loewe=-27.5, Synergy_HSA=-1.73. (8) Drug 1: CCC1(CC2CC(C3=C(CCN(C2)C1)C4=CC=CC=C4N3)(C5=C(C=C6C(=C5)C78CCN9C7C(C=CC9)(C(C(C8N6C=O)(C(=O)OC)O)OC(=O)C)CC)OC)C(=O)OC)O.OS(=O)(=O)O. Drug 2: C(CN)CNCCSP(=O)(O)O. Cell line: UACC62. Synergy scores: CSS=15.0, Synergy_ZIP=-7.57, Synergy_Bliss=-11.8, Synergy_Loewe=-51.8, Synergy_HSA=-13.6. (9) Drug 1: CCCCCOC(=O)NC1=NC(=O)N(C=C1F)C2C(C(C(O2)C)O)O. Drug 2: CC12CCC3C(C1CCC2OP(=O)(O)O)CCC4=C3C=CC(=C4)OC(=O)N(CCCl)CCCl.[Na+]. Cell line: MALME-3M. Synergy scores: CSS=0.778, Synergy_ZIP=-0.186, Synergy_Bliss=-2.37, Synergy_Loewe=-5.03, Synergy_HSA=-5.36.